The task is: Regression. Given a peptide amino acid sequence and an MHC pseudo amino acid sequence, predict their binding affinity value. This is MHC class I binding data.. This data is from Peptide-MHC class I binding affinity with 185,985 pairs from IEDB/IMGT. (1) The peptide sequence is FVAEGDALV. The MHC is HLA-A02:16 with pseudo-sequence HLA-A02:16. The binding affinity (normalized) is 0.898. (2) The peptide sequence is YRFNLRRKM. The MHC is HLA-B27:05 with pseudo-sequence HLA-B27:05. The binding affinity (normalized) is 0.936.